This data is from Forward reaction prediction with 1.9M reactions from USPTO patents (1976-2016). The task is: Predict the product of the given reaction. (1) Given the reactants [CH3:1][C:2]([O:5][C:6]([N:8]1[CH2:13][CH2:12][C:11]([NH:17][C:18]([O:20][CH2:21][CH:22]2[C:34]3[CH:33]=[CH:32][CH:31]=[CH:30][C:29]=3[C:28]3[C:23]2=[CH:24][CH:25]=[CH:26][CH:27]=3)=[O:19])([C:14]([OH:16])=[O:15])[CH2:10][CH2:9]1)=[O:7])([CH3:4])[CH3:3].[Si](C=[N+]=[N-])(C)(C)[CH3:36], predict the reaction product. The product is: [CH:24]1[C:23]2[CH:22]([CH2:21][O:20][C:18]([NH:17][C:11]3([C:14]([O:16][CH3:36])=[O:15])[CH2:10][CH2:9][N:8]([C:6]([O:5][C:2]([CH3:1])([CH3:3])[CH3:4])=[O:7])[CH2:13][CH2:12]3)=[O:19])[C:34]3[C:29](=[CH:30][CH:31]=[CH:32][CH:33]=3)[C:28]=2[CH:27]=[CH:26][CH:25]=1. (2) Given the reactants [C:1]1([C:7]2[C:8]([C:16]3[CH:23]=[CH:22][C:19]([CH:20]=O)=[CH:18][CH:17]=3)=[N:9][C:10]3[N:11]([CH:13]=[CH:14][N:15]=3)[CH:12]=2)[CH:6]=[CH:5][CH:4]=[CH:3][CH:2]=1.Cl.[F:25][C:26]1[CH:27]=[CH:28][C:29]2[N:33]=[C:32]([CH:34]3[CH2:39][CH2:38][NH:37][CH2:36][CH2:35]3)[NH:31][C:30]=2[CH:40]=1, predict the reaction product. The product is: [F:25][C:26]1[CH:27]=[CH:28][C:29]2[N:33]=[C:32]([CH:34]3[CH2:35][CH2:36][N:37]([CH2:20][C:19]4[CH:22]=[CH:23][C:16]([C:8]5[C:7]([C:1]6[CH:6]=[CH:5][CH:4]=[CH:3][CH:2]=6)=[CH:12][N:11]6[CH:13]=[CH:14][N:15]=[C:10]6[N:9]=5)=[CH:17][CH:18]=4)[CH2:38][CH2:39]3)[NH:31][C:30]=2[CH:40]=1. (3) Given the reactants Br[C:2]1[CH:3]=[CH:4][CH:5]=[C:6]2[C:11]=1[N:10]=[CH:9][NH:8][C:7]2=[O:12].[C:13]1([C:13]2[CH:18]=[C:17]3[C:16](C(=O)NC=N3)=[CH:15][CH:14]=2)[CH:18]=[CH:17][CH:16]=[CH:15][CH:14]=1, predict the reaction product. The product is: [C:13]1([C:2]2[CH:3]=[CH:4][CH:5]=[C:6]3[C:11]=2[N:10]=[CH:9][NH:8][C:7]3=[O:12])[CH:18]=[CH:17][CH:16]=[CH:15][CH:14]=1. (4) Given the reactants C[O-].[Na+].Br[C:5]1[C:6]([CH2:33][N:34]2[CH2:39][CH2:38][CH2:37][C@H:36]([N:40]([CH3:48])[C:41](=[O:47])[O:42][C:43]([CH3:46])([CH3:45])[CH3:44])[CH2:35]2)=[C:7]([C:29]([F:32])([F:31])[F:30])[CH:8]=[C:9]2[C:14]=1[N:13]=[CH:12][N:11]([CH2:15][C:16]1[CH:21]=[C:20]([Cl:22])[CH:19]=[CH:18][C:17]=1[S:23]([CH2:26][CH3:27])(=[O:25])=[O:24])[C:10]2=[O:28].[C:49](OCC)(=[O:51])C, predict the reaction product. The product is: [Cl:22][C:20]1[CH:19]=[CH:18][C:17]([S:23]([CH2:26][CH3:27])(=[O:25])=[O:24])=[C:16]([CH2:15][N:11]2[C:10](=[O:28])[C:9]3[C:14](=[C:5]([O:51][CH3:49])[C:6]([CH2:33][N:34]4[CH2:39][CH2:38][CH2:37][C@H:36]([N:40]([CH3:48])[C:41](=[O:47])[O:42][C:43]([CH3:45])([CH3:44])[CH3:46])[CH2:35]4)=[C:7]([C:29]([F:31])([F:30])[F:32])[CH:8]=3)[N:13]=[CH:12]2)[CH:21]=1. (5) Given the reactants [CH2:1]([O:3][C:4]([C:6]1[N:7]=[C:8]([S:21][CH3:22])[NH:9][C:10](=[O:20])[C:11]=1[O:12][CH2:13][C:14]1[CH:19]=[CH:18][CH:17]=[CH:16][CH:15]=1)=[O:5])[CH3:2].[H-].[Na+].I[CH3:26], predict the reaction product. The product is: [CH2:1]([O:3][C:4]([C:6]1[C:11]([O:12][CH2:13][C:14]2[CH:19]=[CH:18][CH:17]=[CH:16][CH:15]=2)=[C:10]([O:20][CH3:26])[N:9]=[C:8]([S:21][CH3:22])[N:7]=1)=[O:5])[CH3:2]. (6) Given the reactants O.[NH2:2][NH2:3].C([O:6][CH:7]=[C:8]([C:14]([O:16][CH2:17][CH3:18])=[O:15])[C:9](OCC)=O)C, predict the reaction product. The product is: [OH:6][C:7]1[C:8]([C:14]([O:16][CH2:17][CH3:18])=[O:15])=[CH:9][NH:3][N:2]=1. (7) Given the reactants [N+:1]([C:4]1[CH:5]=[N:6][NH:7][CH:8]=1)([O-:3])=[O:2].[H-].[Na+].I[CH3:12], predict the reaction product. The product is: [CH3:12][N:6]1[CH:5]=[C:4]([N+:1]([O-:3])=[O:2])[CH:8]=[N:7]1. (8) Given the reactants [OH:1][C:2]1[CH:10]=[CH:9][CH:8]=[C:7]2[C:3]=1[CH:4]=[CH:5][NH:6]2.N1C=CN=C1.[Si:16](Cl)([C:19]([CH3:22])([CH3:21])[CH3:20])([CH3:18])[CH3:17], predict the reaction product. The product is: [Si:16]([O:1][C:2]1[CH:10]=[CH:9][CH:8]=[C:7]2[C:3]=1[CH:4]=[CH:5][NH:6]2)([C:19]([CH3:22])([CH3:21])[CH3:20])([CH3:18])[CH3:17]. (9) Given the reactants F[B-](F)(F)C.[K+].Br[C:8]1[N:13]=[C:12]([C:14]([N:16]2[CH2:21][CH2:20][C:19]3([CH2:30][C@@H:29]([O:31][CH:32]([CH3:34])[CH3:33])[C:28]4[C:23](=[CH:24][CH:25]=[C:26]([F:35])[CH:27]=4)[O:22]3)[CH2:18][CH2:17]2)=[O:15])[CH:11]=[CH:10][C:9]=1[S:36]([CH:39]([CH3:41])[CH3:40])(=[O:38])=[O:37].[C:42](=O)([O-])[O-].[K+].[K+], predict the reaction product. The product is: [F:35][C:26]1[CH:27]=[C:28]2[C:23](=[CH:24][CH:25]=1)[O:22][C:19]1([CH2:20][CH2:21][N:16]([C:14]([C:12]3[CH:11]=[CH:10][C:9]([S:36]([CH:39]([CH3:40])[CH3:41])(=[O:38])=[O:37])=[C:8]([CH3:42])[N:13]=3)=[O:15])[CH2:17][CH2:18]1)[CH2:30][C@H:29]2[O:31][CH:32]([CH3:34])[CH3:33].